Dataset: Full USPTO retrosynthesis dataset with 1.9M reactions from patents (1976-2016). Task: Predict the reactants needed to synthesize the given product. (1) Given the product [CH2:1]([O:5][C:6]1[CH:7]=[C:8]([CH:30]=[CH:31][CH:32]=1)[C:9]([C:11]1[C:20]2[C:15](=[CH:16][C:17]([O:23][CH3:24])=[C:18]([O:21][CH3:22])[CH:19]=2)[C:14]([C:25]([OH:27])=[O:26])=[CH:13][N:12]=1)=[O:10])[CH2:2][CH2:3][CH3:4], predict the reactants needed to synthesize it. The reactants are: [CH2:1]([O:5][C:6]1[CH:7]=[C:8]([CH:30]=[CH:31][CH:32]=1)[C:9]([C:11]1[C:20]2[C:15](=[CH:16][C:17]([O:23][CH3:24])=[C:18]([O:21][CH3:22])[CH:19]=2)[C:14]([C:25]([O:27]CC)=[O:26])=[CH:13][N:12]=1)=[O:10])[CH2:2][CH2:3][CH3:4]. (2) Given the product [Cl:1][C:2]1[C:3]2[N:12]=[CH:13][N:8]([CH2:9][CH2:10][CH3:11])[C:4]=2[N:5]=[N:6][CH:7]=1, predict the reactants needed to synthesize it. The reactants are: [Cl:1][C:2]1[C:3]([NH2:12])=[C:4]([NH:8][CH2:9][CH2:10][CH3:11])[N:5]=[N:6][CH:7]=1.[CH:13](OCC)(OCC)OCC. (3) Given the product [C:26]([Si:30]([CH3:47])([CH3:46])[O:31][CH:32]1[CH:37]([O:38][Si:39]([C:42]([CH3:45])([CH3:44])[CH3:43])([CH3:41])[CH3:40])[CH2:36][CH2:35][N:34]([CH2:24][CH2:23][CH2:22][CH2:21][N:16]2[C:17](=[O:20])[CH2:18][CH2:19][N:13]([C:11](=[O:12])/[CH:10]=[CH:9]/[C:4]3[CH:5]=[CH:6][C:7]([Cl:8])=[C:2]([Cl:1])[CH:3]=3)[CH2:14][CH2:15]2)[CH2:33]1)([CH3:29])([CH3:28])[CH3:27], predict the reactants needed to synthesize it. The reactants are: [Cl:1][C:2]1[CH:3]=[C:4](/[CH:9]=[CH:10]/[C:11]([N:13]2[CH2:19][CH2:18][C:17](=[O:20])[N:16]([CH2:21][CH2:22][CH2:23][CH2:24]I)[CH2:15][CH2:14]2)=[O:12])[CH:5]=[CH:6][C:7]=1[Cl:8].[C:26]([Si:30]([CH3:47])([CH3:46])[O:31][C@H:32]1[C@H:37]([O:38][Si:39]([C:42]([CH3:45])([CH3:44])[CH3:43])([CH3:41])[CH3:40])[CH2:36][CH2:35][NH:34][CH2:33]1)([CH3:29])([CH3:28])[CH3:27]. (4) Given the product [C:2]([OH:4])(=[O:3])[CH:5]=[CH:6][CH2:7][CH3:27].[CH3:33][O:34][C:35]1[CH:36]=[C:37]([CH:38]=[CH:7][CH2:6][CH2:5][C:2]([OH:4])=[O:3])[CH:40]=[CH:41][CH:42]=1, predict the reactants needed to synthesize it. The reactants are: [Br-].[C:2]([CH2:5][CH2:6][CH2:7][P+](C1C=CC=CC=1)(C1C=CC=CC=1)C1C=CC=CC=1)([OH:4])=[O:3].[CH3:27]C(C)([O-])C.[K+].[CH3:33][O:34][C:35]1[CH:36]=[C:37]([CH:40]=[CH:41][CH:42]=1)[CH:38]=O. (5) Given the product [Cl:18][C:15]1[CH:16]=[CH:17][C:12]2[O:11][CH:10]([C:19]([N:21]3[CH2:26][CH2:25][N:24]([CH2:27][C:28]4[CH:33]=[CH:32][C:31]([F:34])=[CH:30][CH:29]=4)[CH2:23][C@H:22]3[CH3:35])=[O:20])[CH2:9][NH:8][C:13]=2[CH:14]=1, predict the reactants needed to synthesize it. The reactants are: C(OC([N:8]1[C:13]2[CH:14]=[C:15]([Cl:18])[CH:16]=[CH:17][C:12]=2[O:11][CH:10]([C:19]([N:21]2[CH2:26][CH2:25][N:24]([CH2:27][C:28]3[CH:33]=[CH:32][C:31]([F:34])=[CH:30][CH:29]=3)[CH2:23][C@H:22]2[CH3:35])=[O:20])[CH2:9]1)=O)(C)(C)C.FC(F)(F)C(O)=O. (6) Given the product [Cl:1][C:2]1[CH:3]=[C:4]([CH:7]=[CH:8][C:9]=1[Cl:10])[CH2:5][NH:6][C:17]1[CH:18]=[N:19][CH:20]=[CH:12][C:13]=1[C:14]([OH:16])=[O:15], predict the reactants needed to synthesize it. The reactants are: [Cl:1][C:2]1[CH:3]=[C:4]([CH:7]=[CH:8][C:9]=1[Cl:10])[CH2:5][NH2:6].F[C:12]1[CH:20]=[N:19][CH:18]=[CH:17][C:13]=1[C:14]([OH:16])=[O:15]. (7) Given the product [O:1]=[C:2]([OH:13])[C@@H:3]([C@H:5]([C@@H:7]([C@@H:9]([CH2:11][OH:12])[OH:10])[OH:8])[OH:6])[OH:4], predict the reactants needed to synthesize it. The reactants are: [O:1]=[CH:2][C@@H:3]([C@H:5]([C@@H:7]([C@@H:9]([CH2:11][OH:12])[OH:10])[OH:8])[OH:6])[OH:4].[OH2:13].